From a dataset of NCI-60 drug combinations with 297,098 pairs across 59 cell lines. Regression. Given two drug SMILES strings and cell line genomic features, predict the synergy score measuring deviation from expected non-interaction effect. (1) Drug 1: CC1=C(C(=CC=C1)Cl)NC(=O)C2=CN=C(S2)NC3=CC(=NC(=N3)C)N4CCN(CC4)CCO. Drug 2: CCC1(C2=C(COC1=O)C(=O)N3CC4=CC5=C(C=CC(=C5CN(C)C)O)N=C4C3=C2)O.Cl. Cell line: SF-539. Synergy scores: CSS=29.6, Synergy_ZIP=-3.24, Synergy_Bliss=-6.62, Synergy_Loewe=-20.6, Synergy_HSA=-2.82. (2) Drug 1: CS(=O)(=O)CCNCC1=CC=C(O1)C2=CC3=C(C=C2)N=CN=C3NC4=CC(=C(C=C4)OCC5=CC(=CC=C5)F)Cl. Drug 2: C1=CC=C(C(=C1)C(C2=CC=C(C=C2)Cl)C(Cl)Cl)Cl. Cell line: UO-31. Synergy scores: CSS=14.4, Synergy_ZIP=-0.518, Synergy_Bliss=2.57, Synergy_Loewe=-22.9, Synergy_HSA=-3.08. (3) Drug 1: C1CNP(=O)(OC1)N(CCCl)CCCl. Drug 2: C1CCC(C(C1)N)N.C(=O)(C(=O)[O-])[O-].[Pt+4]. Cell line: HT29. Synergy scores: CSS=10.5, Synergy_ZIP=-7.41, Synergy_Bliss=-16.5, Synergy_Loewe=-52.5, Synergy_HSA=-16.3. (4) Drug 1: C1=CC(=C2C(=C1NCCNCCO)C(=O)C3=C(C=CC(=C3C2=O)O)O)NCCNCCO. Drug 2: CC1C(C(CC(O1)OC2CC(CC3=C2C(=C4C(=C3O)C(=O)C5=CC=CC=C5C4=O)O)(C(=O)C)O)N)O. Cell line: U251. Synergy scores: CSS=54.1, Synergy_ZIP=-1.08, Synergy_Bliss=-1.13, Synergy_Loewe=4.30, Synergy_HSA=5.89. (5) Drug 1: C1CN1P(=S)(N2CC2)N3CC3. Drug 2: CC1=C(C=C(C=C1)C(=O)NC2=CC(=CC(=C2)C(F)(F)F)N3C=C(N=C3)C)NC4=NC=CC(=N4)C5=CN=CC=C5. Cell line: DU-145. Synergy scores: CSS=42.0, Synergy_ZIP=-0.766, Synergy_Bliss=-5.14, Synergy_Loewe=-7.11, Synergy_HSA=-4.07. (6) Drug 1: CC(CN1CC(=O)NC(=O)C1)N2CC(=O)NC(=O)C2. Drug 2: CC(C1=C(C=CC(=C1Cl)F)Cl)OC2=C(N=CC(=C2)C3=CN(N=C3)C4CCNCC4)N. Cell line: HCC-2998. Synergy scores: CSS=-0.505, Synergy_ZIP=-4.59, Synergy_Bliss=-9.63, Synergy_Loewe=-18.3, Synergy_HSA=-10.5.